Dataset: Forward reaction prediction with 1.9M reactions from USPTO patents (1976-2016). Task: Predict the product of the given reaction. (1) The product is: [CH:28]1([CH:20]([NH:21][C:22](=[O:27])[CH:23]([NH:25][CH3:26])[CH3:24])[C:19]([N:16]2[CH2:17][CH2:18][CH:12]3[NH:11][CH2:15][CH2:14][CH:13]23)=[O:34])[CH2:33][CH2:32][CH2:31][CH2:30][CH2:29]1. Given the reactants C(OC([N:11]1[CH2:15][CH2:14][CH:13]2[N:16]([C:19](=[O:34])[CH:20]([CH:28]3[CH2:33][CH2:32][CH2:31][CH2:30][CH2:29]3)[NH:21][C:22](=[O:27])[CH:23]([NH:25][CH3:26])[CH3:24])[CH2:17][CH2:18][CH:12]12)=O)C1C=CC=CC=1, predict the reaction product. (2) Given the reactants [F:1][C:2]1[CH:3]=[N:4][C:5]([NH:8][C:9]2[S:10][C:11]3[CH2:17][CH2:16][N:15]([CH2:18][C:19]4[CH:24]=[CH:23][C:22]([N:25]5[CH2:30][CH2:29][O:28][CH2:27][CH2:26]5)=[CH:21][N:20]=4)[C:14]4=[N:31][NH:32][CH:33]=[C:13]4[C:12]=3[N:34]=2)=[N:6][CH:7]=1.[ClH:35], predict the reaction product. The product is: [ClH:35].[ClH:35].[ClH:35].[F:1][C:2]1[CH:3]=[N:4][C:5]([NH:8][C:9]2[S:10][C:11]3[CH2:17][CH2:16][N:15]([CH2:18][C:19]4[CH:24]=[CH:23][C:22]([N:25]5[CH2:30][CH2:29][O:28][CH2:27][CH2:26]5)=[CH:21][N:20]=4)[C:14]4=[N:31][NH:32][CH:33]=[C:13]4[C:12]=3[N:34]=2)=[N:6][CH:7]=1. (3) Given the reactants [Li][CH2:2][CH2:3][CH2:4][CH3:5].C(N[CH:10]([CH3:12])[CH3:11])(C)C.Br[C:14]1[CH:15]=[N:16][CH:17]=[C:18]([F:20])[CH:19]=1.CN([CH:24]=[O:25])C.[C:26]([O-:29])(O)=[O:27].[Na+], predict the reaction product. The product is: [F:20][C:18]1[CH:17]=[N:16][CH:15]=[C:14]([C:5]2[CH:4]=[C:3]3[C:12](=[CH:10][CH:11]=2)[C:26](=[O:27])[O:29][CH2:2]3)[C:19]=1[CH:24]=[O:25].